The task is: Predict the reactants needed to synthesize the given product.. This data is from Full USPTO retrosynthesis dataset with 1.9M reactions from patents (1976-2016). The reactants are: [Si]([N:8]1[CH2:12][CH2:11][CH:10]([CH2:13][C:14]([N:16]([C:19]2[C:20]([Cl:30])=[N:21][N:22]([C:24]3[CH:25]=[N:26][CH:27]=[CH:28][CH:29]=3)[CH:23]=2)[CH2:17][CH3:18])=[O:15])[C:9]1=[O:31])(C(C)(C)C)(C)C.[F-].C([N+](CCCC)(CCCC)CCCC)CCC. Given the product [Cl:30][C:20]1[C:19]([N:16]([CH2:17][CH3:18])[C:14](=[O:15])[CH2:13][CH:10]2[CH2:11][CH2:12][NH:8][C:9]2=[O:31])=[CH:23][N:22]([C:24]2[CH:25]=[N:26][CH:27]=[CH:28][CH:29]=2)[N:21]=1, predict the reactants needed to synthesize it.